Dataset: HIV replication inhibition screening data with 41,000+ compounds from the AIDS Antiviral Screen. Task: Binary Classification. Given a drug SMILES string, predict its activity (active/inactive) in a high-throughput screening assay against a specified biological target. (1) The compound is CC(C)(C)OC(=O)NC(Cc1ccc(O)cc1)C(=O)N1CCCC1C(=O)O. The result is 0 (inactive). (2) The molecule is COc1cc(C=C2C(=O)N(C(=O)c3ccccc3O)N=C2C)ccc1O. The result is 0 (inactive). (3) The drug is CN(C)c1ccc(SSc2ccc(N(C)C)cc2)cc1. The result is 0 (inactive).